Dataset: Forward reaction prediction with 1.9M reactions from USPTO patents (1976-2016). Task: Predict the product of the given reaction. (1) The product is: [CH2:1]1[CH:5]2[C@@H:6]3[CH:10]=[CH:9][C@H:8]([CH:4]2[CH:3]=[CH:2]1)[CH2:7]3. Given the reactants [CH2:1]1[CH:5]2[CH:6]3[CH:10]=[CH:9][CH:8]([CH:4]2[CH:3]=[CH:2]1)[CH2:7]3.C1(C#C)C=CC=CC=1.ClC(Cl)(Cl)C(Cl)(Cl)Cl, predict the reaction product. (2) Given the reactants [CH:1]1[C:13]2[CH:12]([CH2:14][O:15][C:16]([NH:18][CH2:19][CH2:20][CH2:21][CH2:22][CH2:23][C:24](O)=[O:25])=[O:17])[C:11]3[C:6](=[CH:7][CH:8]=[CH:9][CH:10]=3)[C:5]=2[CH:4]=[CH:3][CH:2]=1.[CH3:27][O:28][C:29]1[CH:37]=[C:36]([O:38][CH3:39])[CH:35]=[CH:34][C:30]=1[CH2:31][O:32][NH2:33].C1CCC(N=C=NC2CCCCC2)CC1, predict the reaction product. The product is: [CH:10]1[C:11]2[CH:12]([CH2:14][O:15][C:16](=[O:17])[NH:18][CH2:19][CH2:20][CH2:21][CH2:22][CH2:23][C:24](=[O:25])[NH:33][O:32][CH2:31][C:30]3[CH:34]=[CH:35][C:36]([O:38][CH3:39])=[CH:37][C:29]=3[O:28][CH3:27])[C:13]3[C:5](=[CH:4][CH:3]=[CH:2][CH:1]=3)[C:6]=2[CH:7]=[CH:8][CH:9]=1. (3) Given the reactants [C:1]([CH:3]=[CH:4][CH:5]1[CH2:10][CH2:9][CH2:8][CH:7]([NH:11]C(=O)OC(C)(C)C)[CH2:6]1)#[N:2].[ClH:19].O1CCOCC1, predict the reaction product. The product is: [ClH:19].[NH2:11][CH:7]1[CH2:8][CH2:9][CH2:10][CH:5]([CH:4]=[CH:3][C:1]#[N:2])[CH2:6]1. (4) Given the reactants [Cl:1][C:2]1[CH:7]=[C:6]([O:8][CH3:9])[CH:5]=[CH:4][N:3]=1.C1C(=O)N([Br:17])C(=O)C1.[OH-].[Na+], predict the reaction product. The product is: [Br:17][C:5]1[C:6]([O:8][CH3:9])=[CH:7][C:2]([Cl:1])=[N:3][CH:4]=1. (5) Given the reactants [CH2:1]([NH:3][C:4]([NH:6][C:7]1[CH:12]=[CH:11][C:10](B2OC(C)(C)C(C)(C)O2)=[CH:9][N:8]=1)=[O:5])[CH3:2].I[C:23]1[CH:24]=[C:25]([C:30]([O:32][CH3:33])=[O:31])[C:26](=[O:29])[NH:27][CH:28]=1.C(=O)([O-])[O-].[Cs+].[Cs+], predict the reaction product. The product is: [CH2:1]([NH:3][C:4](=[O:5])[NH:6][C:7]1[N:8]=[CH:9][C:10]([C:23]2[CH:24]=[C:25]([C:30]([O:32][CH3:33])=[O:31])[C:26](=[O:29])[NH:27][CH:28]=2)=[CH:11][CH:12]=1)[CH3:2]. (6) Given the reactants [CH:1]1([O:6][C:7]2[C:8]([NH2:20])=[N:9][CH:10]=[C:11]([O:13][C:14]3[CH:19]=[CH:18][CH:17]=[CH:16][CH:15]=3)[CH:12]=2)[CH2:5][CH2:4][CH2:3][CH2:2]1.[C:21](N1C=CN=C1)([N:23]1C=CN=C1)=[S:22].[NH4+].[OH-].O, predict the reaction product. The product is: [CH:1]1([O:6][C:7]2[C:8]([NH:20][C:21]([NH2:23])=[S:22])=[N:9][CH:10]=[C:11]([O:13][C:14]3[CH:15]=[CH:16][CH:17]=[CH:18][CH:19]=3)[CH:12]=2)[CH2:5][CH2:4][CH2:3][CH2:2]1. (7) Given the reactants [CH:1]1([CH2:4][O:5][C:6]2[CH:11]=[C:10]([F:12])[CH:9]=[CH:8][C:7]=2[C:13]2[CH:18]=[CH:17][N:16]=[C:15]3[C:19]([C:31]([OH:33])=O)=[C:20]([CH3:30])[N:21]([CH2:22][O:23][CH2:24][CH2:25][Si:26]([CH3:29])([CH3:28])[CH3:27])[C:14]=23)[CH2:3][CH2:2]1.[NH2:34][C@@H:35]1[CH2:40][CH2:39][C@H:38]([NH:41][C:42](=[O:48])[O:43][C:44]([CH3:47])([CH3:46])[CH3:45])[CH2:37][CH2:36]1, predict the reaction product. The product is: [CH:1]1([CH2:4][O:5][C:6]2[CH:11]=[C:10]([F:12])[CH:9]=[CH:8][C:7]=2[C:13]2[CH:18]=[CH:17][N:16]=[C:15]3[C:19]([C:31]([NH:34][C@@H:35]4[CH2:40][CH2:39][C@H:38]([NH:41][C:42](=[O:48])[O:43][C:44]([CH3:46])([CH3:45])[CH3:47])[CH2:37][CH2:36]4)=[O:33])=[C:20]([CH3:30])[N:21]([CH2:22][O:23][CH2:24][CH2:25][Si:26]([CH3:27])([CH3:28])[CH3:29])[C:14]=23)[CH2:3][CH2:2]1. (8) Given the reactants [Cl:1][C:2]1[CH:17]=[CH:16][C:5]([O:6][C:7]2[CH:14]=[CH:13][C:10]([C:11]#[N:12])=[CH:9][C:8]=2[F:15])=[C:4]([F:18])[CH:3]=1, predict the reaction product. The product is: [Cl:1][C:2]1[CH:17]=[CH:16][C:5]([O:6][C:7]2[CH:14]=[CH:13][C:10]([CH2:11][NH2:12])=[CH:9][C:8]=2[F:15])=[C:4]([F:18])[CH:3]=1. (9) Given the reactants [Si]([O:8][CH2:9][CH2:10][C:11]1[CH:16]=[CH:15][N:14]=[C:13]([C:17]#[N:18])[CH:12]=1)(C(C)(C)C)(C)C.[F-].C([N+](CCCC)(CCCC)CCCC)CCC, predict the reaction product. The product is: [C:17]([C:13]1[CH:12]=[C:11]([CH2:10][CH2:9][OH:8])[CH:16]=[CH:15][N:14]=1)#[N:18]. (10) Given the reactants C(Cl)(=O)C(Cl)=O.[CH3:7][N:8]1[CH2:13][CH2:12][CH:11]([C:14]([OH:16])=O)[CH2:10][CH2:9]1.[NH2:17][C:18]1[CH:19]=[N:20][CH:21]=[C:22]([Br:24])[CH:23]=1, predict the reaction product. The product is: [Br:24][C:22]1[CH:23]=[C:18]([NH:17][C:14]([CH:11]2[CH2:10][CH2:9][N:8]([CH3:7])[CH2:13][CH2:12]2)=[O:16])[CH:19]=[N:20][CH:21]=1.